Task: Predict which catalyst facilitates the given reaction.. Dataset: Catalyst prediction with 721,799 reactions and 888 catalyst types from USPTO (1) Reactant: [OH:1][CH2:2][C:3]1[O:4][C:5]([CH3:18])=[CH:6][C:7](=[O:17])[C:8]=1[O:9][CH2:10][C:11]1[CH:16]=[CH:15][CH:14]=[CH:13][CH:12]=1.CS(C)=O.C(N(CC)CC)C. Product: [CH:2]([C:3]1[O:4][C:5]([CH3:18])=[CH:6][C:7](=[O:17])[C:8]=1[O:9][CH2:10][C:11]1[CH:16]=[CH:15][CH:14]=[CH:13][CH:12]=1)=[O:1]. The catalyst class is: 22. (2) Reactant: [CH:1]1([NH2:7])[CH2:6][CH2:5][CH2:4][CH2:3][CH2:2]1.CCN(C(C)C)C(C)C.Cl[C:18]1[N:23]=[C:22]([NH:24][C@@H:25]2[CH2:30][CH2:29][CH2:28][C@H:27]([OH:31])[CH2:26]2)[C:21]([C:32]#[N:33])=[CH:20][N:19]=1. The catalyst class is: 16. Product: [CH:1]1([NH:7][C:18]2[N:23]=[C:22]([NH:24][C@@H:25]3[CH2:30][CH2:29][CH2:28][C@H:27]([OH:31])[CH2:26]3)[C:21]([C:32]#[N:33])=[CH:20][N:19]=2)[CH2:6][CH2:5][CH2:4][CH2:3][CH2:2]1. (3) Reactant: [C:1]([C:3]1[C:4]([C:16]2[CH:21]=[CH:20][C:19]([C:22]3[CH:27]=[CH:26][CH:25]=[CH:24][C:23]=3[C:28]#[N:29])=[CH:18][CH:17]=2)=[C:5]([C:11]([O:13]CC)=[O:12])[N:6]([CH3:10])[C:7]=1[CH2:8][CH3:9])#[N:2].C1COCC1.[Li+].[OH-].C. Product: [C:1]([C:3]1[C:4]([C:16]2[CH:21]=[CH:20][C:19]([C:22]3[CH:27]=[CH:26][CH:25]=[CH:24][C:23]=3[C:28]#[N:29])=[CH:18][CH:17]=2)=[C:5]([C:11]([OH:13])=[O:12])[N:6]([CH3:10])[C:7]=1[CH2:8][CH3:9])#[N:2]. The catalyst class is: 5. (4) Reactant: [C:1]([N:8]1[CH2:13][CH2:12][N:11]([C:14]2[CH:19]=[CH:18][CH:17]=[CH:16][C:15]=2[CH:20]=O)[CH2:10][CH2:9]1)([O:3][C:4]([CH3:7])([CH3:6])[CH3:5])=[O:2].[NH:22]1[CH2:27][CH2:26][O:25][CH2:24][CH2:23]1.C([BH3-])#N.[Na+]. The catalyst class is: 125. Product: [C:1]([N:8]1[CH2:13][CH2:12][N:11]([C:14]2[CH:19]=[CH:18][CH:17]=[CH:16][C:15]=2[CH2:20][N:22]2[CH2:27][CH2:26][O:25][CH2:24][CH2:23]2)[CH2:10][CH2:9]1)([O:3][C:4]([CH3:7])([CH3:6])[CH3:5])=[O:2].